Dataset: Reaction yield outcomes from USPTO patents with 853,638 reactions. Task: Predict the reaction yield, written as a fraction of the theoretical maximum amount of product (1.0 means a 100% yield; for example, 0.34 means a 34% yield). (1) The reactants are [CH3:1][C:2]1[CH:7]=[CH:6][C:5]([N:8]2[C:16]3[C:11](=[CH:12][CH:13]=[C:14]([C:17]([O:19][CH3:20])=[O:18])[CH:15]=3)[CH:10]=[N:9]2)=[CH:4][CH:3]=1.[Br:21]Br. The catalyst is C(#N)C. The product is [Br:21][C:10]1[C:11]2[C:16](=[CH:15][C:14]([C:17]([O:19][CH3:20])=[O:18])=[CH:13][CH:12]=2)[N:8]([C:5]2[CH:4]=[CH:3][C:2]([CH3:1])=[CH:7][CH:6]=2)[N:9]=1. The yield is 0.742. (2) The reactants are [F:1][C:2]1[CH:7]=[CH:6][C:5]([S:8]([NH:11][C:12]2([C:15]([O:17][CH3:18])=[O:16])[CH2:14][CH2:13]2)(=[O:10])=[O:9])=[CH:4][CH:3]=1.C([O-])([O-])=O.[K+].[K+].I[CH2:26][CH3:27]. The catalyst is CN(C=O)C. The product is [CH2:26]([N:11]([S:8]([C:5]1[CH:6]=[CH:7][C:2]([F:1])=[CH:3][CH:4]=1)(=[O:10])=[O:9])[C:12]1([C:15]([O:17][CH3:18])=[O:16])[CH2:14][CH2:13]1)[CH3:27]. The yield is 0.980. (3) The reactants are [F:1][C:2]([F:16])([F:15])[C:3]1[CH:4]=[C:5]([CH:8]=[C:9]([C:11]([F:14])([F:13])[F:12])[CH:10]=1)[CH2:6][NH2:7].[CH:17]([O:20][C:21]([N:23]1[CH2:29][CH2:28][CH2:27][C:26](=O)[C:25]2[C:31]([CH3:35])=[CH:32][CH:33]=[CH:34][C:24]1=2)=[O:22])([CH3:19])[CH3:18].[BH4-].[Na+].[OH-].[Na+]. The catalyst is CC(C)[O-].[Ti+4].CC(C)[O-].CC(C)[O-].CC(C)[O-].CO. The product is [CH:17]([O:20][C:21]([N:23]1[CH2:29][CH2:28][CH2:27][CH:26]([NH:7][CH2:6][C:5]2[CH:4]=[C:3]([C:2]([F:15])([F:16])[F:1])[CH:10]=[C:9]([C:11]([F:14])([F:12])[F:13])[CH:8]=2)[C:25]2[C:31]([CH3:35])=[CH:32][CH:33]=[CH:34][C:24]1=2)=[O:22])([CH3:19])[CH3:18]. The yield is 0.0300. (4) The yield is 0.250. The reactants are [Br:1][C:2]1[CH:3]=[CH:4][C:5]2[O:14][C:13]3[C:12](=[O:15])[NH:11][C:10](SC)=[N:9][C:8]=3[C:6]=2[CH:7]=1.[NH:18]1[CH2:23][CH2:22][O:21][CH2:20][CH2:19]1. The product is [Br:1][C:2]1[CH:3]=[CH:4][C:5]2[O:14][C:13]3[C:12](=[O:15])[NH:11][C:10]([N:18]4[CH2:23][CH2:22][O:21][CH2:20][CH2:19]4)=[N:9][C:8]=3[C:6]=2[CH:7]=1. No catalyst specified. (5) The reactants are C(NC(C)C)(C)C.[Li]CCCC.CCCCCC.[F:19][C:20]1[CH:25]=[CH:24][C:23]([C:26]2[S:27][CH:28]=[CH:29][N:30]=2)=[CH:22][CH:21]=1.[C:31]([C:34]1[CH:39]=[CH:38][N:37]=[CH:36][CH:35]=1)(=[O:33])[CH3:32]. The catalyst is C1COCC1. The product is [F:19][C:20]1[CH:21]=[CH:22][C:23]([C:26]2[S:27][C:28]([C:31]([C:34]3[CH:39]=[CH:38][N:37]=[CH:36][CH:35]=3)([OH:33])[CH3:32])=[CH:29][N:30]=2)=[CH:24][CH:25]=1. The yield is 0.570. (6) The reactants are [O-]CC.[Na+].C(OC(C)C)(C)C.[C:12]([O:21]CC)(=O)[CH2:13][CH2:14][C:15](OCC)=O.[F:24][C:25]([F:32])([F:31])C(OCC)=O.Cl.S(=O)(=O)(O)O.O.[NH2:40][NH2:41]. The catalyst is C(O)C. The product is [F:24][C:25]([F:32])([F:31])[C:15]1[CH2:14][CH2:13][C:12](=[O:21])[NH:40][N:41]=1. The yield is 0.440. (7) The reactants are Br[C:2]1[C:7]([CH3:8])=[C:6]([Cl:9])[CH:5]=[CH:4][N:3]=1.C([Mg]Cl)(C)C.[CH:15]1([CH:18]=[O:19])[CH2:17][CH2:16]1. The catalyst is C1COCC1. The product is [CH3:8][C:7]1[C:2]([CH:18]([CH:15]2[CH2:17][CH2:16]2)[OH:19])=[N:3][CH:4]=[CH:5][C:6]=1[Cl:9]. The yield is 0.620.